This data is from Catalyst prediction with 721,799 reactions and 888 catalyst types from USPTO. The task is: Predict which catalyst facilitates the given reaction. (1) Reactant: [C:1]([C:3]1([CH2:8][C:9]2[CH:14]=[C:13]([O:15][CH2:16][C:17]3[CH:18]=[C:19]([CH:23]([CH:30]4[CH2:32][CH2:31]4)[CH2:24][C:25]([O:27]CC)=[O:26])[CH:20]=[CH:21][CH:22]=3)[CH:12]=[CH:11][C:10]=2[C:33]2[CH:38]=[C:37]([O:39][CH3:40])[CH:36]=[CH:35][C:34]=2[F:41])[CH2:7][CH2:6][CH2:5][CH2:4]1)#[N:2].[OH-].[Na+].Cl. Product: [C:1]([C:3]1([CH2:8][C:9]2[CH:14]=[C:13]([O:15][CH2:16][C:17]3[CH:18]=[C:19]([CH:23]([CH:30]4[CH2:32][CH2:31]4)[CH2:24][C:25]([OH:27])=[O:26])[CH:20]=[CH:21][CH:22]=3)[CH:12]=[CH:11][C:10]=2[C:33]2[CH:38]=[C:37]([O:39][CH3:40])[CH:36]=[CH:35][C:34]=2[F:41])[CH2:7][CH2:6][CH2:5][CH2:4]1)#[N:2]. The catalyst class is: 8. (2) Reactant: C([O:3][C:4](=O)[C:5]1[CH:10]=[C:9]([S:11]([CH3:14])(=[O:13])=[O:12])[CH:8]=[C:7]([NH2:15])[CH:6]=1)C.[H-].[Al+3].[Li+].[H-].[H-].[H-].Cl.[Cl-].[NH4+]. Product: [NH2:15][C:7]1[CH:6]=[C:5]([CH2:4][OH:3])[CH:10]=[C:9]([S:11]([CH3:14])(=[O:13])=[O:12])[CH:8]=1. The catalyst class is: 299. (3) Product: [C:1]([O:5][C:6](=[O:34])[NH:7][C@H:8]([CH2:32][O:33][CH:40]([O:39][CH2:38][CH2:37][C:36]([CH3:43])([CH3:42])[CH3:35])[CH2:41][I:44])[C@@H:9]([O:24][CH2:25][C:26]1[CH:31]=[CH:30][CH:29]=[CH:28][CH:27]=1)[C@@H:10]([NH:20][C:21](=[O:23])[CH3:22])[CH2:11][C:12]1[CH:13]=[C:14]([F:19])[CH:15]=[C:16]([F:18])[CH:17]=1)([CH3:2])([CH3:4])[CH3:3]. Reactant: [C:1]([O:5][C:6](=[O:34])[NH:7][C@H:8]([CH2:32][OH:33])[C@@H:9]([O:24][CH2:25][C:26]1[CH:31]=[CH:30][CH:29]=[CH:28][CH:27]=1)[C@@H:10]([NH:20][C:21](=[O:23])[CH3:22])[CH2:11][C:12]1[CH:17]=[C:16]([F:18])[CH:15]=[C:14]([F:19])[CH:13]=1)([CH3:4])([CH3:3])[CH3:2].[CH3:35][C:36]([CH3:43])([CH3:42])[CH2:37][CH2:38][O:39][CH:40]=[CH2:41].[I:44]N1C(=O)CCC1=O. The catalyst class is: 115. (4) Reactant: [F:1][C:2]1[CH:3]=[C:4]([NH:8][C:9]([C@@H:11]2[C@@H:18]3[C@@H:14]([CH2:15][NH:16][CH2:17]3)[CH2:13][CH2:12]2)=[O:10])[CH:5]=[CH:6][CH:7]=1.Br[C:20]1[CH:25]=[CH:24][CH:23]=[C:22]([C:26]([F:29])([F:28])[F:27])[N:21]=1.C(N(CC)CC)C. Product: [F:1][C:2]1[CH:3]=[C:4]([NH:8][C:9]([C@@H:11]2[C@@H:18]3[C@@H:14]([CH2:15][N:16]([C:20]4[CH:25]=[CH:24][CH:23]=[C:22]([C:26]([F:29])([F:28])[F:27])[N:21]=4)[CH2:17]3)[CH2:13][CH2:12]2)=[O:10])[CH:5]=[CH:6][CH:7]=1. The catalyst class is: 8. (5) Reactant: [Br:1][C:2]1[CH:3]=[C:4]([C:8]2[NH:12][N:11]=[N:10][N:9]=2)[CH:5]=[CH:6][CH:7]=1.[Cl:13][C:14]1[CH:19]=[CH:18][CH:17]=[CH:16][C:15]=1[C:20](Cl)([C:27]1[CH:32]=[CH:31][CH:30]=[CH:29][CH:28]=1)[C:21]1[CH:26]=[CH:25][CH:24]=[CH:23][CH:22]=1.C(N(CC)CC)C. Product: [Cl:13][C:14]1[CH:19]=[CH:18][CH:17]=[CH:16][C:15]=1[C:20]([C:21]1[CH:22]=[CH:23][CH:24]=[CH:25][CH:26]=1)([C:27]1[CH:32]=[CH:31][CH:30]=[CH:29][CH:28]=1)[N:9]1[C:8]([C:4]2[CH:5]=[CH:6][CH:7]=[C:2]([Br:1])[CH:3]=2)=[N:12][N:11]=[N:10]1. The catalyst class is: 7. (6) Product: [F:1][C:2]1[CH:7]=[CH:6][C:5]([S:8]([C:11]2[N:15]([C:16]3[C:17]([F:22])=[N:18][CH:19]=[CH:20][CH:21]=3)[N:14]=[C:13]([CH:23]=[O:24])[CH:12]=2)(=[O:9])=[O:10])=[CH:4][CH:3]=1. The catalyst class is: 661. Reactant: [F:1][C:2]1[CH:7]=[CH:6][C:5]([S:8]([C:11]2[N:15]([C:16]3[C:17]([F:22])=[N:18][CH:19]=[CH:20][CH:21]=3)[N:14]=[C:13]([CH2:23][OH:24])[CH:12]=2)(=[O:10])=[O:9])=[CH:4][CH:3]=1.